Regression. Given two drug SMILES strings and cell line genomic features, predict the synergy score measuring deviation from expected non-interaction effect. From a dataset of NCI-60 drug combinations with 297,098 pairs across 59 cell lines. Drug 1: CCC1=CC2CC(C3=C(CN(C2)C1)C4=CC=CC=C4N3)(C5=C(C=C6C(=C5)C78CCN9C7C(C=CC9)(C(C(C8N6C)(C(=O)OC)O)OC(=O)C)CC)OC)C(=O)OC.C(C(C(=O)O)O)(C(=O)O)O. Drug 2: CS(=O)(=O)CCNCC1=CC=C(O1)C2=CC3=C(C=C2)N=CN=C3NC4=CC(=C(C=C4)OCC5=CC(=CC=C5)F)Cl. Cell line: SK-OV-3. Synergy scores: CSS=45.9, Synergy_ZIP=-3.94, Synergy_Bliss=0.895, Synergy_Loewe=-20.0, Synergy_HSA=2.75.